This data is from Catalyst prediction with 721,799 reactions and 888 catalyst types from USPTO. The task is: Predict which catalyst facilitates the given reaction. (1) Reactant: [NH:1]1[CH2:9][CH2:8][NH:7][CH2:6][CH2:5][NH:4][CH2:3][CH2:2]1.[CH2:10]([O:12][C:13]([C:15]1[CH:20]=[C:19]([C:21]2[C:26]([O:27][CH3:28])=[CH:25][C:24]([O:29][CH3:30])=[CH:23][C:22]=2[O:31][CH3:32])[CH:18]=[C:17]([CH2:33]Br)[N:16]=1)=[O:14])[CH3:11]. Product: [CH2:10]([O:12][C:13]([C:15]1[N:16]=[C:17]([CH2:33][N:1]2[CH2:9][CH2:8][N:7]([CH2:33][C:17]3[CH:18]=[C:19]([C:21]4[C:22]([O:31][CH3:32])=[CH:23][C:24]([O:29][CH3:30])=[CH:25][C:26]=4[O:27][CH3:28])[CH:20]=[C:15]([C:13]([O:12][CH2:10][CH3:11])=[O:14])[N:16]=3)[CH2:6][CH2:5][N:4]([CH2:33][C:17]3[N:16]=[C:15]([C:13]([O:12][CH2:10][CH3:11])=[O:14])[CH:20]=[C:19]([C:21]4[C:26]([O:27][CH3:28])=[CH:25][C:24]([O:29][CH3:30])=[CH:23][C:22]=4[O:31][CH3:32])[CH:18]=3)[CH2:3][CH2:2]2)[CH:18]=[C:19]([C:21]2[C:26]([O:27][CH3:28])=[CH:25][C:24]([O:29][CH3:30])=[CH:23][C:22]=2[O:31][CH3:32])[CH:20]=1)=[O:14])[CH3:11]. The catalyst class is: 10. (2) Reactant: N(C(OC(C)(C)C)=O)=NC([O-])=O.[OH:13][C:14]1[C:23]([O:24][CH3:25])=[CH:22][CH:21]=[C:20]2[C:15]=1[C:16](=[O:34])[N:17](COC(=O)C(C)(C)C)[CH:18]=[N:19]2.C1(P(C2C=CC=CC=2)C2C=CC=CC=2)C=CC=CC=1.O[CH:55]1[CH2:60][CH2:59][N:58]([CH3:61])[CH2:57][CH2:56]1.N. Product: [CH3:25][O:24][C:23]1[C:14]([O:13][CH:55]2[CH2:60][CH2:59][N:58]([CH3:61])[CH2:57][CH2:56]2)=[C:15]2[C:20](=[CH:21][CH:22]=1)[N:19]=[CH:18][NH:17][C:16]2=[O:34]. The catalyst class is: 2. (3) Reactant: [CH2:1]([C:4]1[C:12]([OH:13])=[CH:11][CH:10]=[C:9]2[C:5]=1[CH:6]=[CH:7][NH:8]2)[CH:2]=[CH2:3].[CH2:14](Br)[C:15]1[CH:20]=[CH:19][CH:18]=[CH:17][CH:16]=1.C([O-])([O-])=O.[Cs+].[Cs+]. Product: [CH2:1]([C:4]1[C:12]([O:13][CH2:14][C:15]2[CH:20]=[CH:19][CH:18]=[CH:17][CH:16]=2)=[CH:11][CH:10]=[C:9]2[C:5]=1[CH:6]=[CH:7][NH:8]2)[CH:2]=[CH2:3]. The catalyst class is: 18. (4) Reactant: [CH3:1][NH:2][CH3:3].C(N(CC)C(C)C)(C)C.Br[CH2:14][C:15]1[CH:20]=[C:19]([C:21]([CH3:24])([CH3:23])[CH3:22])[CH:18]=[C:17]([Cl:25])[N:16]=1.C(=O)(O)[O-].[Na+]. Product: [C:21]([C:19]1[CH:18]=[C:17]([Cl:25])[N:16]=[C:15]([CH2:14][N:2]([CH3:3])[CH3:1])[CH:20]=1)([CH3:24])([CH3:23])[CH3:22]. The catalyst class is: 7. (5) Reactant: [CH:1]1([C@H:5]([NH:7][C:8]2[N:16]=[C:15]([C:17]([O:19][CH3:20])=[O:18])[N:14]=[C:13]3[C:9]=2[N:10]([CH2:31][C:32]2[CH:37]=[CH:36][C:35]([C:38]([F:41])([F:40])[F:39])=[CH:34][CH:33]=2)[C:11]([C:21]2[CH:26]=[C:25]([CH:27]([CH3:29])[CH3:28])[CH:24]=[CH:23][C:22]=2[OH:30])=[N:12]3)[CH3:6])[CH2:4][CH2:3][CH2:2]1.C(=O)([O-])[O-].[K+].[K+].[CH2:48](I)[CH3:49]. Product: [CH:1]1([C@H:5]([NH:7][C:8]2[N:16]=[C:15]([C:17]([O:19][CH3:20])=[O:18])[N:14]=[C:13]3[C:9]=2[N:10]([CH2:31][C:32]2[CH:37]=[CH:36][C:35]([C:38]([F:39])([F:40])[F:41])=[CH:34][CH:33]=2)[C:11]([C:21]2[CH:26]=[C:25]([CH:27]([CH3:29])[CH3:28])[CH:24]=[CH:23][C:22]=2[O:30][CH2:48][CH3:49])=[N:12]3)[CH3:6])[CH2:4][CH2:3][CH2:2]1. The catalyst class is: 31.